This data is from Full USPTO retrosynthesis dataset with 1.9M reactions from patents (1976-2016). The task is: Predict the reactants needed to synthesize the given product. (1) The reactants are: COC1C=CC(C[N:8](CC2C=CC(OC)=CC=2)[C:9]2[N:14]=[C:13]([CH3:15])[N:12]=[C:11]([C:16]3[C:17]([NH:22][C:23]4[CH:24]=[C:25]([NH:30]S(C5C=CC(F)=CC=5)(=O)=O)[C:26]([Cl:29])=[N:27][CH:28]=4)=[N:18][CH:19]=[CH:20][CH:21]=3)[N:10]=2)=CC=1.FC(F)(F)C(O)=O.FC(F)(F)S(O)(=O)=O.C([O-])(O)=O.[Na+]. Given the product [NH2:8][C:9]1[N:14]=[C:13]([CH3:15])[N:12]=[C:11]([C:16]2[C:17]([NH:22][C:23]3[CH:24]=[C:25]([NH2:30])[C:26]([Cl:29])=[N:27][CH:28]=3)=[N:18][CH:19]=[CH:20][CH:21]=2)[N:10]=1, predict the reactants needed to synthesize it. (2) Given the product [ClH:31].[CH2:1]([C@H:3]1[NH:8][CH2:7][C@@H:6]([C:16]([NH:18][C:19]2[CH:24]=[CH:23][CH:22]=[CH:21][CH:20]=2)=[O:17])[O:5][CH2:4]1)[CH3:2], predict the reactants needed to synthesize it. The reactants are: [CH2:1]([C@H:3]1[N:8](C(OC(C)(C)C)=O)[CH2:7][C@@H:6]([C:16]([NH:18][C:19]2[CH:24]=[CH:23][CH:22]=[CH:21][CH:20]=2)=[O:17])[O:5][CH2:4]1)[CH3:2].O1CCOCC1.[ClH:31]. (3) Given the product [CH3:1][N:2]([CH3:6])[C:3](=[O:4])[O:28][C:17]1[N:18]=[C:19]([C:20]2[CH:25]=[CH:24][C:23]([O:26][CH3:27])=[CH:22][CH:21]=2)[N:15]([C:12]2[CH:11]=[CH:10][C:9]([O:8][CH3:7])=[CH:14][CH:13]=2)[N:16]=1, predict the reactants needed to synthesize it. The reactants are: [CH3:1][N:2]([CH3:6])[C:3](Cl)=[O:4].[CH3:7][O:8][C:9]1[CH:14]=[CH:13][C:12]([N:15]2[C:19]([C:20]3[CH:25]=[CH:24][C:23]([O:26][CH3:27])=[CH:22][CH:21]=3)=[N:18][C:17]([OH:28])=[N:16]2)=[CH:11][CH:10]=1.N1C=CC=CC=1.O. (4) Given the product [ClH:52].[ClH:52].[ClH:52].[CH2:44]([C:36]1[CH:37]=[C:38]([O:42][CH3:43])[C:39]([F:41])=[CH:40][C:35]=1[C:31]1[CH:30]=[C:29]2[C:34]([C:26]([C:16]3[NH:17][C:11]4[CH2:10][CH2:9][NH:8][CH2:14][CH2:13][C:12]=4[N:15]=3)=[N:27][NH:28]2)=[CH:33][CH:32]=1)[CH3:45], predict the reactants needed to synthesize it. The reactants are: C(OC([N:8]1[CH2:14][CH2:13][C:12]2[N:15]=[C:16]([C:26]3[C:34]4[C:29](=[CH:30][C:31]([C:35]5[CH:40]=[C:39]([F:41])[C:38]([O:42][CH3:43])=[CH:37][C:36]=5[CH2:44][CH3:45])=[CH:32][CH:33]=4)[N:28](C4CCCCO4)[N:27]=3)[N:17](COCC[Si](C)(C)C)[C:11]=2[CH2:10][CH2:9]1)=O)(C)(C)C.[ClH:52]. (5) Given the product [C:33]([O:32][C:31]([NH:30][CH:10]([CH2:11][CH:12]([CH2:16][C:17]1[CH:22]=[CH:21][C:20]([CH3:23])=[C:19]([O:24][CH2:25][CH2:26][CH2:27][O:28][CH3:29])[CH:18]=1)[CH:13]([CH3:14])[CH3:15])[CH:6]([OH:7])[CH2:5][CH:4]([CH:1]([CH3:2])[CH3:3])[C:8]([NH:38][CH:39]1[CH2:40][CH2:41][N:42]([C:45]([O:47][CH2:48][C:49]2[CH:54]=[CH:53][CH:52]=[CH:51][CH:50]=2)=[O:46])[CH2:43][CH2:44]1)=[O:9])=[O:37])([CH3:34])([CH3:36])[CH3:35], predict the reactants needed to synthesize it. The reactants are: [CH:1]([CH:4]1[C:8](=[O:9])[O:7][CH:6]([CH:10]([NH:30][C:31](=[O:37])[O:32][C:33]([CH3:36])([CH3:35])[CH3:34])[CH2:11][CH:12]([CH2:16][C:17]2[CH:22]=[CH:21][C:20]([CH3:23])=[C:19]([O:24][CH2:25][CH2:26][CH2:27][O:28][CH3:29])[CH:18]=2)[CH:13]([CH3:15])[CH3:14])[CH2:5]1)([CH3:3])[CH3:2].[NH2:38][CH:39]1[CH2:44][CH2:43][N:42]([C:45]([O:47][CH2:48][C:49]2[CH:54]=[CH:53][CH:52]=[CH:51][CH:50]=2)=[O:46])[CH2:41][CH2:40]1. (6) Given the product [C:29]([C:33]1[N:34]=[C:35]([N:56]2[CH2:57][CH2:58][C:54]([F:59])([F:53])[CH2:55]2)[C:36]2[N:41]=[N:40][N:39]([CH2:42][C:43]3[CH:48]=[CH:47][C:46]([O:49][CH3:50])=[CH:45][CH:44]=3)[C:37]=2[N:38]=1)([CH3:32])([CH3:31])[CH3:30], predict the reactants needed to synthesize it. The reactants are: C(C1N=C(N2CCOCC2)C2N=NN(CC3C=CC(OC)=CC=3)C=2N=1)(C)(C)C.[C:29]([C:33]1[N:34]=[C:35](Cl)[C:36]2[N:41]=[N:40][N:39]([CH2:42][C:43]3[CH:48]=[CH:47][C:46]([O:49][CH3:50])=[CH:45][CH:44]=3)[C:37]=2[N:38]=1)([CH3:32])([CH3:31])[CH3:30].Cl.[F:53][C:54]1([F:59])[CH2:58][CH2:57][NH:56][CH2:55]1.